Dataset: Catalyst prediction with 721,799 reactions and 888 catalyst types from USPTO. Task: Predict which catalyst facilitates the given reaction. (1) Reactant: NN.[Br:3][C:4]1[CH:5]=[CH:6][C:7]([F:31])=[C:8]([C:10]2([CH3:30])[CH2:15][C:14]3([CH2:20][CH2:19][CH2:18][CH2:17][CH2:16]3)[S:13][C:12]([NH:21]C(=O)C3C=CC=CC=3)=[N:11]2)[CH:9]=1. Product: [Br:3][C:4]1[CH:5]=[CH:6][C:7]([F:31])=[C:8]([C:10]2([CH3:30])[CH2:15][C:14]3([CH2:20][CH2:19][CH2:18][CH2:17][CH2:16]3)[S:13][C:12]([NH2:21])=[N:11]2)[CH:9]=1. The catalyst class is: 2. (2) Reactant: Br[C:2]1[CH:7]=[C:6]([F:8])[C:5]([C:9]([N:11]2[CH2:16][CH2:15][N:14]([C:17]3[C:22]([CH3:23])=[CH:21][C:20]([CH3:24])=[CH:19][N:18]=3)[CH2:13][CH2:12]2)=[O:10])=[C:4]([F:25])[CH:3]=1.[I-:26].[Na+]. Product: [F:8][C:6]1[CH:7]=[C:2]([I:26])[CH:3]=[C:4]([F:25])[C:5]=1[C:9]([N:11]1[CH2:16][CH2:15][N:14]([C:17]2[C:22]([CH3:23])=[CH:21][C:20]([CH3:24])=[CH:19][N:18]=2)[CH2:13][CH2:12]1)=[O:10]. The catalyst class is: 205. (3) Product: [Cl:8][C:5]1[CH:6]=[CH:7][C:2]([C:20]2([OH:21])[CH2:19][CH2:18][N:17]([C:22]([O:24][C:25]([CH3:27])([CH3:26])[CH3:28])=[O:23])[CH2:16][C:15]2([CH3:29])[CH3:14])=[CH:3][CH:4]=1. The catalyst class is: 1. Reactant: Br[C:2]1[CH:7]=[CH:6][C:5]([Cl:8])=[CH:4][CH:3]=1.C([Li])CCC.[CH3:14][C:15]1([CH3:29])[C:20](=[O:21])[CH2:19][CH2:18][N:17]([C:22]([O:24][C:25]([CH3:28])([CH3:27])[CH3:26])=[O:23])[CH2:16]1. (4) Reactant: C[O:2][C:3](=[O:23])[C@@H:4]1[CH2:8][CH2:7][CH2:6][N:5]1[C:9](=[O:22])[C@@H:10]1[CH2:14][CH2:13][CH2:12][N:11]1[C:15]([O:17][C:18]([CH3:21])([CH3:20])[CH3:19])=[O:16].C([O-])(O)=O.[Na+]. Product: [C:18]([O:17][C:15]([N:11]1[CH2:12][CH2:13][CH2:14][C@H:10]1[C:9]([N:5]1[CH2:6][CH2:7][CH2:8][C@H:4]1[C:3]([OH:23])=[O:2])=[O:22])=[O:16])([CH3:21])([CH3:19])[CH3:20]. The catalyst class is: 20. (5) Reactant: [Cl:1][C:2]1[CH:32]=[CH:31][C:5]([CH2:6][CH2:7][NH:8][C:9]([C:11]2[CH:30]=[CH:29][C:14]([O:15][C:16]3[CH:21]=[CH:20][C:19]([CH2:22][C:23]([O:25][CH2:26][CH3:27])=[O:24])=[CH:18][C:17]=3Br)=[CH:13][CH:12]=2)=[O:10])=[CH:4][CH:3]=1.[CH3:33][S:34]([C:37]1[CH:38]=[C:39](B(O)O)[CH:40]=[CH:41][CH:42]=1)(=[O:36])=[O:35].C([O-])([O-])=O.[K+].[K+]. Product: [Cl:1][C:2]1[CH:32]=[CH:31][C:5]([CH2:6][CH2:7][NH:8][C:9]([C:11]2[CH:30]=[CH:29][C:14]([O:15][C:16]3[C:17]([C:41]4[CH:40]=[CH:39][CH:38]=[C:37]([S:34]([CH3:33])(=[O:36])=[O:35])[CH:42]=4)=[CH:18][C:19]([CH2:22][C:23]([O:25][CH2:26][CH3:27])=[O:24])=[CH:20][CH:21]=3)=[CH:13][CH:12]=2)=[O:10])=[CH:4][CH:3]=1. The catalyst class is: 38. (6) Reactant: [C:1]([C:3]1[N:7]2[CH:8]=[CH:9][CH:10]=[C:11]([NH:12][C:13]3[CH:18]=[CH:17][C:16]([S:19]([CH3:22])(=[O:21])=[O:20])=[CH:15][CH:14]=3)[C:6]2=[N:5][CH:4]=1)#[CH:2].I[C:24]1[CH:25]=[C:26]([CH:40]=[CH:41][C:42]=1[CH3:43])[C:27]([NH:29][C:30]1[CH:35]=[C:34]([C:36]([F:39])([F:38])[F:37])[CH:33]=[CH:32][N:31]=1)=[O:28].C(N(C(C)C)CC)(C)C. Product: [CH3:43][C:42]1[CH:24]=[CH:25][C:26]([C:27]([NH:29][C:30]2[CH:35]=[C:34]([C:36]([F:37])([F:38])[F:39])[CH:33]=[CH:32][N:31]=2)=[O:28])=[CH:40][C:41]=1[C:2]#[C:1][C:3]1[N:7]2[CH:8]=[CH:9][CH:10]=[C:11]([NH:12][C:13]3[CH:18]=[CH:17][C:16]([S:19]([CH3:22])(=[O:21])=[O:20])=[CH:15][CH:14]=3)[C:6]2=[N:5][CH:4]=1. The catalyst class is: 441. (7) Reactant: [C:1]([C:4]1[CH:9]=[CH:8][C:7]([NH:10][C:11]2[N:34]=[C:14]3[CH:15]=[CH:16][CH:17]=[C:18]([NH:19][C@@H:20]4[CH2:25][CH2:24][C@H:23]([NH:26]C(=O)OC(C)(C)C)[CH2:22][CH2:21]4)[N:13]3[N:12]=2)=[CH:6][CH:5]=1)(=[O:3])[NH2:2].C(=O)([O-])[O-].[Na+].[Na+].OO. Product: [NH2:26][C@@H:23]1[CH2:24][CH2:25][C@H:20]([NH:19][C:18]2[N:13]3[N:12]=[C:11]([NH:10][C:7]4[CH:6]=[CH:5][C:4]([C:1]([NH2:2])=[O:3])=[CH:9][CH:8]=4)[N:34]=[C:14]3[CH:15]=[CH:16][CH:17]=2)[CH2:21][CH2:22]1. The catalyst class is: 823.